Dataset: Forward reaction prediction with 1.9M reactions from USPTO patents (1976-2016). Task: Predict the product of the given reaction. (1) Given the reactants [CH3:1][N:2]([CH3:35])[CH2:3][CH2:4][N:5]([CH3:34])[C:6]1[C:11]([N+:12]([O-])=O)=[CH:10][C:9]([NH:15][C:16]2[N:21]=[C:20]([C:22]3[C:30]4[C:25](=[CH:26][CH:27]=[CH:28][CH:29]=4)[N:24]([CH3:31])[CH:23]=3)[CH:19]=[CH:18][N:17]=2)=[C:8]([O:32][CH3:33])[CH:7]=1.[NH4+].[Cl-], predict the reaction product. The product is: [CH3:35][N:2]([CH3:1])[CH2:3][CH2:4][N:5]([CH3:34])[C:6]1[C:11]([NH2:12])=[CH:10][C:9]([NH:15][C:16]2[N:21]=[C:20]([C:22]3[C:30]4[C:25](=[CH:26][CH:27]=[CH:28][CH:29]=4)[N:24]([CH3:31])[CH:23]=3)[CH:19]=[CH:18][N:17]=2)=[C:8]([O:32][CH3:33])[CH:7]=1. (2) Given the reactants [F:1][C:2]1[CH:7]=[CH:6][C:5]([C:8]2[O:12][C:11]([CH3:13])=[C:10]([CH:14]=[O:15])[CH:9]=2)=[CH:4][CH:3]=1.[CH:16]1([Mg]Br)[CH2:21][CH2:20][CH2:19][CH2:18][CH2:17]1.O1CCCC1, predict the reaction product. The product is: [CH:16]1([CH:14]([C:10]2[CH:9]=[C:8]([C:5]3[CH:6]=[CH:7][C:2]([F:1])=[CH:3][CH:4]=3)[O:12][C:11]=2[CH3:13])[OH:15])[CH2:21][CH2:20][CH2:19][CH2:18][CH2:17]1. (3) Given the reactants [C:1]([O:5][C:6](=[O:25])[NH:7][C@@H:8]1[C:14](=[O:15])[N:13]([CH2:16][CH:17]=[O:18])[C:12]2[CH:19]=[C:20]([F:23])[CH:21]=[CH:22][C:11]=2[O:10][C@@H:9]1[CH3:24])([CH3:4])([CH3:3])[CH3:2].[BH4-].[Na+].C(OC(=O)C)C.CCCCCCC, predict the reaction product. The product is: [C:1]([O:5][C:6](=[O:25])[NH:7][C@@H:8]1[C:14](=[O:15])[N:13]([CH2:16][CH2:17][OH:18])[C:12]2[CH:19]=[C:20]([F:23])[CH:21]=[CH:22][C:11]=2[O:10][C@@H:9]1[CH3:24])([CH3:4])([CH3:2])[CH3:3]. (4) Given the reactants [CH3:1][O:2][C:3]1[C:8]([NH:9][C:10](=[O:12])[CH3:11])=[CH:7][CH:6]=[CH:5][N:4]=1.[N+:13]([O-])([OH:15])=[O:14], predict the reaction product. The product is: [CH3:1][O:2][C:3]1[C:8]([NH:9][C:10](=[O:12])[CH3:11])=[CH:7][C:6]([N+:13]([O-:15])=[O:14])=[CH:5][N:4]=1.